Task: Binary Classification. Given a drug SMILES string, predict its activity (active/inactive) in a high-throughput screening assay against a specified biological target.. Dataset: HIV replication inhibition screening data with 41,000+ compounds from the AIDS Antiviral Screen The molecule is CC1CCC2C1C1C(CCC23CCc2ccccc2O3)C1(C)C. The result is 0 (inactive).